Dataset: Catalyst prediction with 721,799 reactions and 888 catalyst types from USPTO. Task: Predict which catalyst facilitates the given reaction. (1) Reactant: C([O:3][C:4]([C:6]1([S:20]([C:23]2[CH:28]=[CH:27][C:26]([O:29][CH3:30])=[CH:25][CH:24]=2)(=[O:22])=[O:21])[CH2:11][CH2:10][N:9]([CH2:12][CH2:13][C:14]2[CH:19]=[CH:18][CH:17]=[CH:16][CH:15]=2)[CH2:8][CH2:7]1)=[O:5])C. Product: [CH3:30][O:29][C:26]1[CH:27]=[CH:28][C:23]([S:20]([C:6]2([C:4]([OH:5])=[O:3])[CH2:7][CH2:8][N:9]([CH2:12][CH2:13][C:14]3[CH:15]=[CH:16][CH:17]=[CH:18][CH:19]=3)[CH2:10][CH2:11]2)(=[O:22])=[O:21])=[CH:24][CH:25]=1. The catalyst class is: 702. (2) Reactant: [C:1]([O:5][C:6]([N:8]1[CH2:13][CH2:12][CH:11]([OH:14])[CH2:10][CH2:9]1)=[O:7])([CH3:4])([CH3:3])[CH3:2].[H-].[Na+].[CH3:17]I.O. Product: [C:1]([O:5][C:6]([N:8]1[CH2:13][CH2:12][CH:11]([O:14][CH3:17])[CH2:10][CH2:9]1)=[O:7])([CH3:4])([CH3:2])[CH3:3]. The catalyst class is: 163. (3) Reactant: [CH3:1][O:2][C:3]1[N:8]2[C:9]([C:12]3[CH:13]=[C:14]([C:17]([OH:19])=O)[S:15][CH:16]=3)=[CH:10][N:11]=[C:7]2[CH:6]=[C:5]([C:20]2[CH:25]=[CH:24][CH:23]=[CH:22][CH:21]=2)[CH:4]=1.C(N1C=CN=C1)(N1C=CN=C1)=O.[C@@H:38]1([NH2:45])[CH2:43][CH2:42][CH2:41][CH2:40][C@@H:39]1[NH2:44]. The catalyst class is: 9. Product: [NH2:44][C@@H:39]1[CH2:40][CH2:41][CH2:42][CH2:43][C@@H:38]1[NH:45][C:17]([C:14]1[S:15][CH:16]=[C:12]([C:9]2[N:8]3[C:3]([O:2][CH3:1])=[CH:4][C:5]([C:20]4[CH:21]=[CH:22][CH:23]=[CH:24][CH:25]=4)=[CH:6][C:7]3=[N:11][CH:10]=2)[CH:13]=1)=[O:19]. (4) Reactant: [Al].Br[C:3]1[CH:8]=[CH:7][CH:6]=[CH:5][C:4]=1[N+:9]([O-:11])=[O:10].CC1(C)C(C)(C)OB([C:20]2[CH:25]=[CH:24][C:23]([O:26][CH3:27])=[CH:22][CH:21]=2)O1.C(=O)([O-])[O-].[K+].[K+]. Product: [CH3:27][O:26][C:23]1[CH:24]=[CH:25][C:20]([C:3]2[CH:8]=[CH:7][CH:6]=[CH:5][C:4]=2[N+:9]([O-:11])=[O:10])=[CH:21][CH:22]=1. The catalyst class is: 11.